Dataset: Forward reaction prediction with 1.9M reactions from USPTO patents (1976-2016). Task: Predict the product of the given reaction. (1) Given the reactants C([O:5][C:6](=[O:24])/[CH:7]=[CH:8]/[C:9]1[CH:10]=[N:11][C:12]2[NH:21][C:20](=[O:22])[C@H:19]3[N:15]([CH2:16][CH2:17][CH2:18]3)[CH2:14][C:13]=2[CH:23]=1)(C)(C)C.C(O)(C(F)(F)F)=O.C(Cl)[Cl:33], predict the reaction product. The product is: [ClH:33].[O:22]=[C:20]1[C@H:19]2[N:15]([CH2:16][CH2:17][CH2:18]2)[CH2:14][C:13]2[CH:23]=[C:9](/[CH:8]=[CH:7]/[C:6]([OH:24])=[O:5])[CH:10]=[N:11][C:12]=2[NH:21]1. (2) Given the reactants [CH:1]1([C:5]2[C:10]([OH:11])=[C:9]([F:12])[C:8]([C:13]3[CH:22]=[N:21][C:20]4[NH:19][CH2:18][CH2:17][O:16][C:15]=4[CH:14]=3)=[CH:7][CH:6]=2)[CH2:4][CH2:3][CH2:2]1.Cl[C:24]1[CH:29]=[C:28]([O:30][CH3:31])[N:27]=[CH:26][N:25]=1, predict the reaction product. The product is: [CH:1]1([C:5]2[CH:6]=[CH:7][C:8]([C:13]3[CH:22]=[N:21][C:20]4[NH:19][CH2:18][CH2:17][O:16][C:15]=4[CH:14]=3)=[C:9]([F:12])[C:10]=2[O:11][C:24]2[CH:29]=[C:28]([O:30][CH3:31])[N:27]=[CH:26][N:25]=2)[CH2:2][CH2:3][CH2:4]1. (3) Given the reactants [CH3:1][C:2]([S:7][C:8]1[S:12][C:11]([NH:13][C:14]([N:16]([C@H:25]2[CH2:30][CH2:29][C@H:28]([CH3:31])[CH2:27][CH2:26]2)[CH2:17][CH2:18][C:19]2[CH:24]=[CH:23][CH:22]=[CH:21][CH:20]=2)=[O:15])=[N:10][CH:9]=1)([CH3:6])[C:3]([OH:5])=[O:4].[F:32]C1C=CC(CCBr)=CC=1.C(OC(=O)C(SC1SC(N)=NC=1)(C)C)C, predict the reaction product. The product is: [F:32][C:22]1[CH:23]=[CH:24][C:19]([CH2:18][CH2:17][N:16]([C@H:25]2[CH2:26][CH2:27][C@H:28]([CH3:31])[CH2:29][CH2:30]2)[C:14](=[O:15])[NH:13][C:11]2[S:12][C:8]([S:7][C:2]([CH3:1])([CH3:6])[C:3]([OH:5])=[O:4])=[CH:9][N:10]=2)=[CH:20][CH:21]=1. (4) Given the reactants [CH2:1]([O:3][C:4]([C:6]1[C:10]([CH3:11])=[CH:9][NH:8][C:7]=1[CH2:12][C:13]([OH:15])=O)=[O:5])[CH3:2].[CH2:16]([N:18]([CH2:22][CH3:23])[CH2:19][CH2:20][NH2:21])[CH3:17].Cl.C(N=C=NCCCN(C)C)C.ON1C2C=CC=CC=2N=N1, predict the reaction product. The product is: [CH2:1]([O:3][C:4]([C:6]1[C:10]([CH3:11])=[CH:9][NH:8][C:7]=1[CH2:12][C:13](=[O:15])[NH:21][CH2:20][CH2:19][N:18]([CH2:22][CH3:23])[CH2:16][CH3:17])=[O:5])[CH3:2]. (5) Given the reactants [F:1][C:2]1[CH:7]=[C:6]([OH:8])[C:5]([OH:9])=[C:4]([N+:10]([O-:12])=[O:11])[CH:3]=1.C(=O)([O-])[O-].[K+].[K+].Br[CH2:20][CH2:21]Br.O, predict the reaction product. The product is: [F:1][C:2]1[CH:3]=[C:4]([N+:10]([O-:12])=[O:11])[C:5]2[O:9][CH2:21][CH2:20][O:8][C:6]=2[CH:7]=1. (6) Given the reactants [C:1]1([C:7]2[NH:11][N:10]=[C:9]([NH2:12])[CH:8]=2)[CH:6]=[CH:5][CH:4]=[CH:3][CH:2]=1.[Cl:13][CH:14]([C:20](=[O:25])[C:21]([F:24])([F:23])[F:22])[C:15](OCC)=[O:16], predict the reaction product. The product is: [Cl:13][CH:14]([C:20](=[O:25])[C:21]([F:24])([F:23])[F:22])[C:15]([NH:12][C:9]1[NH:10][N:11]=[C:7]([C:1]2[CH:2]=[CH:3][CH:4]=[CH:5][CH:6]=2)[CH:8]=1)=[O:16].